From a dataset of Forward reaction prediction with 1.9M reactions from USPTO patents (1976-2016). Predict the product of the given reaction. Given the reactants CC(C)(C(=O)[N:6]1[CH:11]2[CH2:12][CH2:13][CH:7]1[CH2:8][N:9]([C:14]1[C:15]3[CH:22]=[CH:21][NH:20][C:16]=3[N:17]=[CH:18][N:19]=1)[CH2:10]2)C#N.C(N(CC)CC)C.CN(C(ON1N=NC2C=CC=NC1=2)=[N+](C)C)C.F[P-](F)(F)(F)(F)F.N1C=CC=CC=1C(O)=O, predict the reaction product. The product is: [CH2:12]1[C:11]2([CH2:10][N:9]([C:14]3[C:15]4[CH:22]=[CH:21][NH:20][C:16]=4[N:17]=[CH:18][N:19]=3)[CH2:8][CH2:7][NH:6]2)[CH2:13]1.